From a dataset of Full USPTO retrosynthesis dataset with 1.9M reactions from patents (1976-2016). Predict the reactants needed to synthesize the given product. (1) Given the product [F:1][C:2]1[CH:3]=[C:4]2[C:9](=[CH:10][C:11]=1[C:12]#[N:13])[O:8][CH2:7][CH2:6][CH:5]2[CH:14]=[O:15], predict the reactants needed to synthesize it. The reactants are: [F:1][C:2]1[CH:3]=[C:4]2[C:9](=[CH:10][C:11]=1[C:12]#[N:13])[O:8][CH2:7][CH2:6]/[C:5]/2=[CH:14]\[O:15]C.BrB(Br)Br.C(=O)(O)[O-].[Na+]. (2) Given the product [CH3:1][N:2]1[C:8]2[CH:9]=[C:10]([CH3:13])[CH:11]=[CH:12][C:7]=2[CH:6]([C:14]2[CH:19]=[CH:18][CH:17]=[CH:16][CH:15]=2)[NH:5][CH2:4][CH2:3]1, predict the reactants needed to synthesize it. The reactants are: [CH3:1][N:2]1[C:8]2[CH:9]=[C:10]([CH3:13])[CH:11]=[CH:12][C:7]=2[C:6]([C:14]2[CH:19]=[CH:18][CH:17]=[CH:16][CH:15]=2)=[N:5][CH2:4][CH2:3]1.CC(O)=O.[BH4-].[Na+]. (3) Given the product [C:16]1(=[C:8]([C:9]2[CH:10]=[CH:11][C:12]([OH:15])=[CH:13][CH:14]=2)[C:5]2[CH:6]=[CH:7][C:2](/[CH:31]=[CH:30]/[C:29]([O:28][C:24]([CH3:27])([CH3:26])[CH3:25])=[O:32])=[C:3]([F:23])[CH:4]=2)[CH2:22][CH2:21][CH2:20][CH2:19][CH2:18][CH2:17]1, predict the reactants needed to synthesize it. The reactants are: Br[C:2]1[CH:7]=[CH:6][C:5]([C:8](=[C:16]2[CH2:22][CH2:21][CH2:20][CH2:19][CH2:18][CH2:17]2)[C:9]2[CH:14]=[CH:13][C:12]([OH:15])=[CH:11][CH:10]=2)=[CH:4][C:3]=1[F:23].[C:24]([O:28][C:29](=[O:32])[CH:30]=[CH2:31])([CH3:27])([CH3:26])[CH3:25].CC1C=CC=CC=1P(C1C=CC=CC=1C)C1C=CC=CC=1C. (4) Given the product [NH2:24][C:3]1[C:4]([NH:8][CH2:9][CH2:10][CH:11]2[CH2:16][CH2:15][CH2:14][CH2:13][N:12]2[C:17]([O:19][C:20]([CH3:23])([CH3:22])[CH3:21])=[O:18])=[N:5][CH:6]=[CH:7][C:2]=1[OH:1], predict the reactants needed to synthesize it. The reactants are: [OH:1][C:2]1[CH:7]=[CH:6][N:5]=[C:4]([NH:8][CH2:9][CH2:10][CH:11]2[CH2:16][CH2:15][CH2:14][CH2:13][N:12]2[C:17]([O:19][C:20]([CH3:23])([CH3:22])[CH3:21])=[O:18])[C:3]=1[N+:24]([O-])=O. (5) Given the product [CH2:32]([N:34]([CH2:38][CH3:39])[CH2:35][CH2:36][O:30][C:19]1[CH:20]=[C:21]([CH2:24][CH2:25][C:26]([O:28][CH3:29])=[O:27])[CH:22]=[CH:23][C:18]=1[C:14]1[CH:15]=[CH:16][CH:17]=[C:12]([N:10]([CH3:11])[C:9]([NH:8][CH2:1][CH2:2][CH2:3][CH2:4][CH2:5][CH2:6][CH3:7])=[O:31])[CH:13]=1)[CH3:33], predict the reactants needed to synthesize it. The reactants are: [CH2:1]([NH:8][C:9](=[O:31])[N:10]([C:12]1[CH:13]=[C:14]([C:18]2[CH:23]=[CH:22][C:21]([CH2:24][CH2:25][C:26]([O:28][CH3:29])=[O:27])=[CH:20][C:19]=2[OH:30])[CH:15]=[CH:16][CH:17]=1)[CH3:11])[CH2:2][CH2:3][CH2:4][CH2:5][CH2:6][CH3:7].[CH2:32]([N:34]([CH2:38][CH3:39])[CH2:35][CH2:36]O)[CH3:33].C1(P(C2C=CC=CC=2)C2C=CC=CC=2)C=CC=CC=1.N(C(OCC)=O)=NC(OCC)=O. (6) Given the product [C:4]([C:8]1[CH:9]=[C:10]([C:26](=[O:28])[CH3:27])[CH:11]=[C:12]([N:16]2[CH2:20][C@H:19]([O:21][CH2:22][O:23][CH3:24])[C@@H:18]([O:25][CH2:1][CH3:2])[CH2:17]2)[C:13]=1[O:14][CH3:15])([CH3:7])([CH3:5])[CH3:6], predict the reactants needed to synthesize it. The reactants are: [CH2:1](I)[CH3:2].[C:4]([C:8]1[CH:9]=[C:10]([C:26](=[O:28])[CH3:27])[CH:11]=[C:12]([N:16]2[CH2:20][C@H:19]([O:21][CH2:22][O:23][CH3:24])[C@@H:18]([OH:25])[CH2:17]2)[C:13]=1[O:14][CH3:15])([CH3:7])([CH3:6])[CH3:5].C1(C)C=CC=CC=1.C(OCC)(=O)C.